From a dataset of Catalyst prediction with 721,799 reactions and 888 catalyst types from USPTO. Predict which catalyst facilitates the given reaction. (1) Reactant: [NH2:1]C1SC2C=C([N+]([O-])=O)C=CC=2N=1.[C:14](Cl)(=[O:21])[C:15]1[CH:20]=[CH:19][CH:18]=[CH:17][CH:16]=1.O. Product: [C:14]([NH2:1])(=[O:21])[C:15]1[CH:20]=[CH:19][CH:18]=[CH:17][CH:16]=1. The catalyst class is: 17. (2) Reactant: [C:1]1([C:7]2[CH:8]=[C:9]3[C:18]([CH:19]4[CH2:24][CH2:23][NH:22][CH2:21][CH2:20]4)=[N:17][NH:16][C:10]3=[C:11]([C:13]([NH2:15])=[O:14])[N:12]=2)[CH:6]=[CH:5][CH:4]=[CH:3][CH:2]=1.C(N(CC)CC)C.[CH2:32]([S:34](Cl)(=[O:36])=[O:35])[CH3:33]. Product: [CH2:32]([S:34]([N:22]1[CH2:23][CH2:24][CH:19]([C:18]2[C:9]3[C:10](=[C:11]([C:13]([NH2:15])=[O:14])[N:12]=[C:7]([C:1]4[CH:2]=[CH:3][CH:4]=[CH:5][CH:6]=4)[CH:8]=3)[NH:16][N:17]=2)[CH2:20][CH2:21]1)(=[O:36])=[O:35])[CH3:33]. The catalyst class is: 239. (3) The catalyst class is: 5. Reactant: [CH3:1][O:2][C:3]1[CH:8]=[C:7]([CH3:9])[NH:6][C:5](=[O:10])[C:4]=1[CH2:11][NH:12][C:13]([C:15]1[C:23]2[C:18](=[N:19][C:20]([N:24]3[CH2:29][CH2:28][N:27](C(OC(C)(C)C)=O)[CH2:26][CH2:25]3)=[CH:21][CH:22]=2)[N:17]([CH:37]([CH3:41])[CH2:38][O:39][CH3:40])[C:16]=1[CH3:42])=[O:14].Cl. Product: [CH3:1][O:2][C:3]1[CH:8]=[C:7]([CH3:9])[NH:6][C:5](=[O:10])[C:4]=1[CH2:11][NH:12][C:13]([C:15]1[C:23]2[C:18](=[N:19][C:20]([N:24]3[CH2:25][CH2:26][NH:27][CH2:28][CH2:29]3)=[CH:21][CH:22]=2)[N:17]([CH:37]([CH3:41])[CH2:38][O:39][CH3:40])[C:16]=1[CH3:42])=[O:14]. (4) Reactant: Br[C:2]1[C:10]2[C:6](=[N:7][O:8][N:9]=2)[CH:5]=[C:4]([N:11]2[CH2:16][CH2:15][O:14][CH2:13][CH2:12]2)[CH:3]=1.Cl.[N:18]1[CH:23]=[CH:22][CH:21]=[N:20][C:19]=1[NH:24][C@H:25]1[CH2:30][CH2:29][C@@H:28]([NH2:31])[CH2:27][CH2:26]1.C(=O)([O-])[O-].[Cs+].[Cs+]. Product: [O:14]1[CH2:15][CH2:16][N:11]([C:4]2[CH:3]=[C:2]([NH:31][C@H:28]3[CH2:27][CH2:26][C@@H:25]([NH:24][C:19]4[N:18]=[CH:23][CH:22]=[CH:21][N:20]=4)[CH2:30][CH2:29]3)[C:10]3[C:6]([CH:5]=2)=[N:7][O:8][N:9]=3)[CH2:12][CH2:13]1. The catalyst class is: 101. (5) Reactant: [NH2:1][CH:2]1[CH2:7][CH2:6][N:5]([C:8]([O:10][C:11]([CH3:14])([CH3:13])[CH3:12])=[O:9])[CH2:4][CH2:3]1.Cl[C:16]1[CH:21]=[CH:20][C:19]([S:22]([NH2:25])(=[O:24])=[O:23])=[CH:18][C:17]=1[N+:26]([O-:28])=[O:27].C(N(CC)CC)C. Product: [C:11]([O:10][C:8]([N:5]1[CH2:4][CH2:3][CH:2]([NH:1][C:16]2[CH:21]=[CH:20][C:19]([S:22](=[O:23])(=[O:24])[NH2:25])=[CH:18][C:17]=2[N+:26]([O-:28])=[O:27])[CH2:7][CH2:6]1)=[O:9])([CH3:14])([CH3:13])[CH3:12]. The catalyst class is: 12.